From a dataset of Full USPTO retrosynthesis dataset with 1.9M reactions from patents (1976-2016). Predict the reactants needed to synthesize the given product. (1) Given the product [CH3:26][O:25][N:24]([CH3:23])[C:6](=[O:8])[C:5]1[CH:9]=[C:10]([O:14][CH3:15])[C:11]([O:12][CH3:13])=[C:3]([O:2][CH3:1])[CH:4]=1, predict the reactants needed to synthesize it. The reactants are: [CH3:1][O:2][C:3]1[CH:4]=[C:5]([CH:9]=[C:10]([O:14][CH3:15])[C:11]=1[O:12][CH3:13])[C:6]([OH:8])=O.C(Cl)(=O)C(Cl)=O.Cl.[CH3:23][NH:24][O:25][CH3:26]. (2) Given the product [CH2:25]([N:27]([CH2:28][CH2:29][CH3:30])[CH2:6][CH2:7][C:8]1[O:9][C:10]2[CH:16]=[CH:15][C:14]([C:17]3[CH:22]=[CH:21][C:20]([C:23]#[N:24])=[CH:19][CH:18]=3)=[CH:13][C:11]=2[CH:12]=1)[CH3:26], predict the reactants needed to synthesize it. The reactants are: CS(O[CH2:6][CH2:7][C:8]1[O:9][C:10]2[CH:16]=[CH:15][C:14]([C:17]3[CH:22]=[CH:21][C:20]([C:23]#[N:24])=[CH:19][CH:18]=3)=[CH:13][C:11]=2[CH:12]=1)(=O)=O.[CH2:25]([NH:27][CH2:28][CH2:29][CH3:30])[CH3:26]. (3) The reactants are: FC(F)(F)S(O[C:7]1[C:20]2[N:11]([C:12](=[O:30])[C:13]3[CH:14]=[CH:15][C:16]([O:28][CH3:29])=[CH:17][C:18]=3[C:19]=2[C:21]2[CH:26]=[CH:25][CH:24]=[C:23]([F:27])[CH:22]=2)[CH2:10][CH2:9][CH:8]=1)(=O)=O. Given the product [F:27][C:23]1[CH:22]=[C:21]([C:19]2[C:18]3[CH:17]=[C:16]([O:28][CH3:29])[CH:15]=[CH:14][C:13]=3[C:12](=[O:30])[N:11]3[CH2:10][CH2:9][CH2:8][CH2:7][C:20]=23)[CH:26]=[CH:25][CH:24]=1, predict the reactants needed to synthesize it. (4) Given the product [I:1][C:2]1[CH:3]=[C:4]([N:5]2[CH2:23][CH2:22][CH2:21][CH2:20][CH2:19]2)[CH:6]=[CH:7][CH:8]=1, predict the reactants needed to synthesize it. The reactants are: [I:1][C:2]1[CH:3]=[C:4]([CH:6]=[CH:7][CH:8]=1)[NH2:5].C(N(CC)C(C)C)(C)C.Br[CH2:19][CH2:20][CH2:21][CH2:22][CH2:23]Br.C(=O)(O)[O-].[Na+]. (5) Given the product [Br:1][C:2]1[C:3]([F:13])=[C:4]2[C:9](=[CH:10][CH:11]=1)[N:8]=[C:7]([NH:24][C:23]1[CH:22]=[CH:21][C:20]([N:17]3[CH2:18][CH2:19][O:14][CH2:15][CH2:16]3)=[CH:26][CH:25]=1)[N:6]=[CH:5]2, predict the reactants needed to synthesize it. The reactants are: [Br:1][C:2]1[C:3]([F:13])=[C:4]2[C:9](=[CH:10][CH:11]=1)[N:8]=[C:7](Cl)[N:6]=[CH:5]2.[O:14]1[CH2:19][CH2:18][N:17]([C:20]2[CH:26]=[CH:25][C:23]([NH2:24])=[CH:22][CH:21]=2)[CH2:16][CH2:15]1. (6) Given the product [CH2:1]([O:5][C:12]1[N:17]=[C:16]([CH3:18])[C:15]([C:19]([OH:21])=[O:20])=[CH:14][N:13]=1)[CH2:2][CH2:3][CH3:4], predict the reactants needed to synthesize it. The reactants are: [CH2:1]([OH:5])[CH2:2][CH2:3][CH3:4].[OH-].[K+].CS([C:12]1[N:17]=[C:16]([CH3:18])[C:15]([C:19]([O:21]CC)=[O:20])=[CH:14][N:13]=1)(=O)=O. (7) Given the product [OH:9][C:10]1[CH:18]=[CH:17][C:16]2[C@@H:15]3[C@@H:19]([C:20]([O:22][CH2:23][CH3:24])=[O:21])[C@@H:14]3[CH2:13][C:12]=2[CH:11]=1, predict the reactants needed to synthesize it. The reactants are: C([O:9][C:10]1[CH:18]=[CH:17][C:16]2[C@@H:15]3[C@@H:19]([C:20]([O:22][CH2:23][CH3:24])=[O:21])[C@@H:14]3[CH2:13][C:12]=2[CH:11]=1)(=O)C1C=CC=CC=1.CC[O-].[Na+].